Dataset: Reaction yield outcomes from USPTO patents with 853,638 reactions. Task: Predict the reaction yield, written as a fraction of the theoretical maximum amount of product (1.0 means a 100% yield; for example, 0.34 means a 34% yield). (1) The reactants are Cl[C:2]1[CH:7]=[CH:6][C:5]([CH:8]2[CH2:12][CH2:11][CH:10]([C:13]3[CH:18]=[CH:17][C:16](Cl)=[C:15]([N+:20]([O-:22])=[O:21])[CH:14]=3)[N:9]2[C:23]2[CH:28]=[CH:27][C:26]([F:29])=[CH:25][CH:24]=2)=[CH:4][C:3]=1[N+:30]([O-:32])=[O:31].[CH3:33][O:34][C:35]1[CH:42]=[CH:41][C:38]([CH2:39][NH2:40])=[CH:37][CH:36]=1. The catalyst is ClCCl. The product is [F:29][C:26]1[CH:27]=[CH:28][C:23]([N:9]2[CH:10]([C:13]3[CH:18]=[CH:17][C:16]([NH:40][CH2:39][C:38]4[CH:41]=[CH:42][C:35]([O:34][CH3:33])=[CH:36][CH:37]=4)=[C:15]([N+:20]([O-:22])=[O:21])[CH:14]=3)[CH2:11][CH2:12][CH:8]2[C:5]2[CH:6]=[CH:7][C:2]([NH:40][CH2:39][C:38]3[CH:41]=[CH:42][C:35]([O:34][CH3:33])=[CH:36][CH:37]=3)=[C:3]([N+:30]([O-:32])=[O:31])[CH:4]=2)=[CH:24][CH:25]=1. The yield is 0.620. (2) The reactants are [CH3:1][S:2]([C:5]1[N:13]2[C:8]([C:9]3([CH2:22][CH2:21][N:20](C(OC(C)(C)C)=O)[CH2:19][CH2:18]3)[O:10][C:11]3[CH:17]=[CH:16][CH:15]=[CH:14][C:12]=32)=[CH:7][CH:6]=1)(=[O:4])=[O:3].C(O)(C(F)(F)F)=O. The catalyst is ClCCl. The product is [CH3:1][S:2]([C:5]1[N:13]2[C:8]([C:9]3([CH2:22][CH2:21][NH:20][CH2:19][CH2:18]3)[O:10][C:11]3[CH:17]=[CH:16][CH:15]=[CH:14][C:12]=32)=[CH:7][CH:6]=1)(=[O:4])=[O:3]. The yield is 0.990.